From a dataset of Catalyst prediction with 721,799 reactions and 888 catalyst types from USPTO. Predict which catalyst facilitates the given reaction. Reactant: [CH3:1][C:2]1[N:7]=[C:6]([CH:8]=[O:9])[C:5]([C:10]2[O:14][N:13]=[C:12]([CH3:15])[N:11]=2)=[CH:4][CH:3]=1.O.[OH-].[Na+].[O-:19][Mn](=O)(=O)=O.[K+]. Product: [CH3:1][C:2]1[N:7]=[C:6]([C:8]([OH:19])=[O:9])[C:5]([C:10]2[O:14][N:13]=[C:12]([CH3:15])[N:11]=2)=[CH:4][CH:3]=1. The catalyst class is: 1.